This data is from Forward reaction prediction with 1.9M reactions from USPTO patents (1976-2016). The task is: Predict the product of the given reaction. (1) Given the reactants [N:1]1[C:10]2[C:5](=[CH:6][C:7]([CH2:11][C:12]3[N:16]4[N:17]=[C:18]([C:21]#[N:22])[CH:19]=[CH:20][C:15]4=[N:14][CH:13]=3)=[CH:8][CH:9]=2)[CH:4]=[CH:3][CH:2]=1.[OH-:23].[Na+].Cl.[C:26](Cl)(=O)[C:27](Cl)=O.C(N)C, predict the reaction product. The product is: [CH2:26]([NH:22][C:21]([C:18]1[CH:19]=[CH:20][C:15]2[N:16]([C:12]([CH2:11][C:7]3[CH:6]=[C:5]4[C:10](=[CH:9][CH:8]=3)[N:1]=[CH:2][CH:3]=[CH:4]4)=[CH:13][N:14]=2)[N:17]=1)=[O:23])[CH3:27]. (2) Given the reactants [F:1][C:2]([F:33])([F:32])[C:3]1[CH:4]=[C:5]([CH:13]([N:16]2[C:25]3[C:20](=[CH:21][CH:22]=[C:23]([C:26]([F:29])([F:28])[F:27])[CH:24]=3)[NH:19][CH:18]([CH2:30][CH3:31])[CH2:17]2)[C:14]#[N:15])[CH:6]=[C:7]([C:9]([F:12])([F:11])[F:10])[CH:8]=1.N1C=CC=CC=1.Cl[C:41]([O:43][CH2:44][CH3:45])=[O:42], predict the reaction product. The product is: [CH2:44]([O:43][C:41]([N:19]1[C:20]2[C:25](=[CH:24][C:23]([C:26]([F:27])([F:28])[F:29])=[CH:22][CH:21]=2)[N:16]([CH:13]([C:5]2[CH:6]=[C:7]([C:9]([F:11])([F:10])[F:12])[CH:8]=[C:3]([C:2]([F:1])([F:32])[F:33])[CH:4]=2)[C:14]#[N:15])[CH2:17][CH:18]1[CH2:30][CH3:31])=[O:42])[CH3:45]. (3) Given the reactants [N+](C1C=CC([O:10][C:11](=O)[O:12][C@H:13]([C:15](=[O:43])[NH:16][C@@H:17]2[C:23](=[O:24])[N:22]([CH2:25][CH2:26][O:27][CH2:28][C:29]3[CH:34]=[CH:33][CH:32]=[CH:31][CH:30]=3)[C:21]3[CH:35]=[CH:36][CH:37]=[CH:38][C:20]=3[C:19]3[CH:39]=[CH:40][CH:41]=[CH:42][C:18]2=3)[CH3:14])=CC=1)([O-])=O.Cl.[F:46][CH2:47][CH2:48][NH2:49], predict the reaction product. The product is: [CH2:28]([O:27][CH2:26][CH2:25][N:22]1[C:23](=[O:24])[C@@H:17]([NH:16][C:15]([C@@H:13]([O:12][C:11](=[O:10])[NH:49][CH2:48][CH2:47][F:46])[CH3:14])=[O:43])[C:18]2[CH:42]=[CH:41][CH:40]=[CH:39][C:19]=2[C:20]2[CH:38]=[CH:37][CH:36]=[CH:35][C:21]1=2)[C:29]1[CH:30]=[CH:31][CH:32]=[CH:33][CH:34]=1.